This data is from Forward reaction prediction with 1.9M reactions from USPTO patents (1976-2016). The task is: Predict the product of the given reaction. (1) Given the reactants Cl[C:2]1[C:7]([CH:8]=[O:9])=[C:6]([NH:10][C:11]2[C:16]([F:17])=[CH:15][CH:14]=[CH:13][C:12]=2[F:18])[N:5]=[C:4]([S:19][CH3:20])[N:3]=1.[F:21][C:22]1[CH:27]=[CH:26][CH:25]=[CH:24][C:23]=1B(O)O, predict the reaction product. The product is: [F:18][C:12]1[CH:13]=[CH:14][CH:15]=[C:16]([F:17])[C:11]=1[NH:10][C:6]1[C:7]([CH:8]=[O:9])=[C:2]([C:23]2[CH:24]=[CH:25][CH:26]=[CH:27][C:22]=2[F:21])[N:3]=[C:4]([S:19][CH3:20])[N:5]=1. (2) Given the reactants Cl[C:2]1[CH:7]=[N:6][C:5]([C:8]2[CH:13]=[CH:12][CH:11]=[CH:10][CH:9]=2)=[C:4]([C:14]2[CH:19]=[CH:18][CH:17]=[CH:16][CH:15]=2)[N:3]=1.[CH2:20]([NH2:23])[CH:21]=[CH2:22], predict the reaction product. The product is: [CH2:20]([NH:23][C:2]1[CH:7]=[N:6][C:5]([C:8]2[CH:13]=[CH:12][CH:11]=[CH:10][CH:9]=2)=[C:4]([C:14]2[CH:19]=[CH:18][CH:17]=[CH:16][CH:15]=2)[N:3]=1)[CH:21]=[CH2:22]. (3) Given the reactants Br[C:2]1[CH:3]=[C:4]2[C:9](=[CH:10][CH:11]=1)[CH:8]=[N:7][C:6]([Cl:12])=[CH:5]2.C[Si](C)(C)C[CH2:16][OH:17].CS(C)=[O:22], predict the reaction product. The product is: [Cl:12][C:6]1[N:7]=[CH:8][C:9]2[C:4]([CH:5]=1)=[CH:3][C:2]([C:16]([OH:17])=[O:22])=[CH:11][CH:10]=2. (4) Given the reactants [CH3:1][O:2][C:3]1[N:8]=[C:7]([C:9](OC)=[O:10])[CH:6]=[C:5]([CH3:13])[N:4]=1.CC(C[AlH]CC(C)C)C, predict the reaction product. The product is: [CH3:1][O:2][C:3]1[N:8]=[C:7]([CH2:9][OH:10])[CH:6]=[C:5]([CH3:13])[N:4]=1. (5) The product is: [Cl:25][C:22]1[CH:23]=[C:24]2[C:19](=[CH:20][CH:21]=1)[NH:18][CH:17]=[C:16]2[CH2:15][CH2:14][CH2:13][CH2:12][N:37]1[CH2:38][CH2:39][N:34]([C:29]2[N:28]=[C:27]([CH3:26])[CH:32]=[C:31]([CH3:33])[N:30]=2)[CH2:35][CH2:36]1. Given the reactants CC1C=CC(S(O[CH2:12][CH2:13][CH2:14][CH2:15][C:16]2[C:24]3[C:19](=[CH:20][CH:21]=[C:22]([Cl:25])[CH:23]=3)[NH:18][CH:17]=2)(=O)=O)=CC=1.[CH3:26][C:27]1[CH:32]=[C:31]([CH3:33])[N:30]=[C:29]([N:34]2[CH2:39][CH2:38][NH:37][CH2:36][CH2:35]2)[N:28]=1.C(=O)([O-])[O-].[K+].[K+].[I-].[K+], predict the reaction product. (6) Given the reactants [CH2:1]([O:3][C:4]([C:6]1[NH:7][C:8]2[C:13]([CH:14]=1)=[CH:12][C:11]([OH:15])=[CH:10][CH:9]=2)=[O:5])[CH3:2].[CH2:16]([N:23]1[CH2:27][CH2:26][C@@H:25](O)[CH2:24]1)[C:17]1[CH:22]=[CH:21][CH:20]=[CH:19][CH:18]=1.C(P(CCCC)CCCC)CCC.N(C(N1CCCCC1)=O)=NC(N1CCCCC1)=O, predict the reaction product. The product is: [CH2:1]([O:3][C:4]([C:6]1[NH:7][C:8]2[C:13]([CH:14]=1)=[CH:12][C:11]([O:15][C@H:25]1[CH2:26][CH2:27][N:23]([CH2:16][C:17]3[CH:22]=[CH:21][CH:20]=[CH:19][CH:18]=3)[CH2:24]1)=[CH:10][CH:9]=2)=[O:5])[CH3:2]. (7) Given the reactants [Cl:1][C:2]1[CH:7]=[CH:6][C:5]([CH:8]2[C:15]3[C:14]([CH3:16])=[N:13][N:12]([CH:17]4[CH2:20][CH2:19][CH2:18]4)[C:11]=3[C:10](=[O:21])[NH:9]2)=[CH:4][CH:3]=1.I[C:23]1[CH:24]=[C:25]([CH3:31])[C:26](=[O:30])[N:27]([CH3:29])[CH:28]=1, predict the reaction product. The product is: [Cl:1][C:2]1[CH:7]=[CH:6][C:5]([CH:8]2[C:15]3[C:14]([CH3:16])=[N:13][N:12]([CH:17]4[CH2:20][CH2:19][CH2:18]4)[C:11]=3[C:10](=[O:21])[N:9]2[C:23]2[CH:24]=[C:25]([CH3:31])[C:26](=[O:30])[N:27]([CH3:29])[CH:28]=2)=[CH:4][CH:3]=1.